This data is from NCI-60 drug combinations with 297,098 pairs across 59 cell lines. The task is: Regression. Given two drug SMILES strings and cell line genomic features, predict the synergy score measuring deviation from expected non-interaction effect. (1) Drug 1: CCC1=CC2CC(C3=C(CN(C2)C1)C4=CC=CC=C4N3)(C5=C(C=C6C(=C5)C78CCN9C7C(C=CC9)(C(C(C8N6C)(C(=O)OC)O)OC(=O)C)CC)OC)C(=O)OC.C(C(C(=O)O)O)(C(=O)O)O. Drug 2: C1=C(C(=O)NC(=O)N1)N(CCCl)CCCl. Cell line: SNB-75. Synergy scores: CSS=31.5, Synergy_ZIP=-6.27, Synergy_Bliss=-1.34, Synergy_Loewe=-19.5, Synergy_HSA=0.932. (2) Drug 1: CCC1=CC2CC(C3=C(CN(C2)C1)C4=CC=CC=C4N3)(C5=C(C=C6C(=C5)C78CCN9C7C(C=CC9)(C(C(C8N6C)(C(=O)OC)O)OC(=O)C)CC)OC)C(=O)OC.C(C(C(=O)O)O)(C(=O)O)O. Drug 2: CCCCCOC(=O)NC1=NC(=O)N(C=C1F)C2C(C(C(O2)C)O)O. Cell line: SNB-19. Synergy scores: CSS=39.5, Synergy_ZIP=-0.888, Synergy_Bliss=-0.0972, Synergy_Loewe=-21.3, Synergy_HSA=1.17. (3) Drug 1: C1=CN(C=N1)CC(O)(P(=O)(O)O)P(=O)(O)O. Drug 2: CN(CCCl)CCCl.Cl. Cell line: MOLT-4. Synergy scores: CSS=14.5, Synergy_ZIP=18.0, Synergy_Bliss=26.2, Synergy_Loewe=-19.9, Synergy_HSA=-4.40. (4) Drug 1: C1=NNC2=C1C(=O)NC=N2. Drug 2: C1CN(P(=O)(OC1)NCCCl)CCCl. Cell line: A498. Synergy scores: CSS=2.65, Synergy_ZIP=0.640, Synergy_Bliss=2.64, Synergy_Loewe=1.18, Synergy_HSA=1.37. (5) Drug 1: C1=CC(=C2C(=C1NCCNCCO)C(=O)C3=C(C=CC(=C3C2=O)O)O)NCCNCCO. Drug 2: C1C(C(OC1N2C=NC3=C2NC=NCC3O)CO)O. Cell line: KM12. Synergy scores: CSS=14.8, Synergy_ZIP=-6.67, Synergy_Bliss=-9.55, Synergy_Loewe=-27.5, Synergy_HSA=-6.53. (6) Drug 1: C1=CC=C(C=C1)NC(=O)CCCCCCC(=O)NO. Drug 2: CS(=O)(=O)OCCCCOS(=O)(=O)C. Cell line: T-47D. Synergy scores: CSS=3.87, Synergy_ZIP=-3.38, Synergy_Bliss=-3.06, Synergy_Loewe=-9.83, Synergy_HSA=-3.68. (7) Drug 1: CN(CC1=CN=C2C(=N1)C(=NC(=N2)N)N)C3=CC=C(C=C3)C(=O)NC(CCC(=O)O)C(=O)O. Drug 2: C1CC(CNC1)C2=CC=C(C=C2)N3C=C4C=CC=C(C4=N3)C(=O)N. Cell line: OVCAR3. Synergy scores: CSS=41.1, Synergy_ZIP=0.328, Synergy_Bliss=-1.24, Synergy_Loewe=-2.68, Synergy_HSA=-2.31. (8) Drug 1: CC1=C2C(C(=O)C3(C(CC4C(C3C(C(C2(C)C)(CC1OC(=O)C(C(C5=CC=CC=C5)NC(=O)C6=CC=CC=C6)O)O)OC(=O)C7=CC=CC=C7)(CO4)OC(=O)C)O)C)OC(=O)C. Drug 2: CN(C(=O)NC(C=O)C(C(C(CO)O)O)O)N=O. Cell line: OVCAR-4. Synergy scores: CSS=13.5, Synergy_ZIP=-7.95, Synergy_Bliss=-0.320, Synergy_Loewe=-24.9, Synergy_HSA=-1.07. (9) Drug 1: CC1C(C(CC(O1)OC2CC(CC3=C2C(=C4C(=C3O)C(=O)C5=C(C4=O)C(=CC=C5)OC)O)(C(=O)CO)O)N)O.Cl. Drug 2: CN(C)N=NC1=C(NC=N1)C(=O)N. Cell line: K-562. Synergy scores: CSS=31.9, Synergy_ZIP=-2.69, Synergy_Bliss=-4.71, Synergy_Loewe=-3.38, Synergy_HSA=-1.93.